This data is from NCI-60 drug combinations with 297,098 pairs across 59 cell lines. The task is: Regression. Given two drug SMILES strings and cell line genomic features, predict the synergy score measuring deviation from expected non-interaction effect. (1) Drug 1: C1CC(=O)NC(=O)C1N2CC3=C(C2=O)C=CC=C3N. Drug 2: CN(C)C1=NC(=NC(=N1)N(C)C)N(C)C. Cell line: LOX IMVI. Synergy scores: CSS=0.806, Synergy_ZIP=-3.18, Synergy_Bliss=-4.55, Synergy_Loewe=-1.99, Synergy_HSA=-1.26. (2) Drug 1: C1=CC(=CC=C1CCC2=CNC3=C2C(=O)NC(=N3)N)C(=O)NC(CCC(=O)O)C(=O)O. Drug 2: CC(CN1CC(=O)NC(=O)C1)N2CC(=O)NC(=O)C2. Cell line: A549. Synergy scores: CSS=42.3, Synergy_ZIP=-11.3, Synergy_Bliss=-7.53, Synergy_Loewe=-0.573, Synergy_HSA=1.22. (3) Drug 1: CN1CCC(CC1)COC2=C(C=C3C(=C2)N=CN=C3NC4=C(C=C(C=C4)Br)F)OC. Drug 2: CC(C)CN1C=NC2=C1C3=CC=CC=C3N=C2N. Cell line: NCI/ADR-RES. Synergy scores: CSS=-0.576, Synergy_ZIP=-0.672, Synergy_Bliss=-1.88, Synergy_Loewe=-4.33, Synergy_HSA=-3.96. (4) Drug 1: CC1=C(C=C(C=C1)NC2=NC=CC(=N2)N(C)C3=CC4=NN(C(=C4C=C3)C)C)S(=O)(=O)N.Cl. Drug 2: CS(=O)(=O)OCCCCOS(=O)(=O)C. Cell line: CCRF-CEM. Synergy scores: CSS=11.4, Synergy_ZIP=-8.06, Synergy_Bliss=-2.76, Synergy_Loewe=-9.41, Synergy_HSA=-3.23.